From a dataset of Peptide-MHC class I binding affinity with 185,985 pairs from IEDB/IMGT. Regression. Given a peptide amino acid sequence and an MHC pseudo amino acid sequence, predict their binding affinity value. This is MHC class I binding data. (1) The peptide sequence is QVLMMRTTW. The MHC is HLA-A32:01 with pseudo-sequence HLA-A32:01. The binding affinity (normalized) is 0.603. (2) The binding affinity (normalized) is 0.586. The peptide sequence is SIIQEKLGY. The MHC is HLA-B15:01 with pseudo-sequence HLA-B15:01.